From a dataset of Reaction yield outcomes from USPTO patents with 853,638 reactions. Predict the reaction yield, written as a fraction of the theoretical maximum amount of product (1.0 means a 100% yield; for example, 0.34 means a 34% yield). (1) The reactants are [Cl:1][C:2]([O:4][C:5]1[CH:10]=[CH:9][C:8]([N+:11]([O-:13])=[O:12])=[CH:7][CH:6]=1)=[O:3].[CH3:14][N:15]1[CH2:19][CH2:18][CH2:17][CH:16]1[CH2:20][CH2:21][OH:22]. The catalyst is C(OCC)C. The product is [ClH:1].[C:2](=[O:3])([O:4][C:5]1[CH:6]=[CH:7][C:8]([N+:11]([O-:13])=[O:12])=[CH:9][CH:10]=1)[O:22][CH2:21][CH2:20][CH:16]1[CH2:17][CH2:18][CH2:19][N:15]1[CH3:14]. The yield is 0.540. (2) The reactants are [O:1]=[C:2]1[C:10]2[C:5](=[CH:6][CH:7]=[CH:8][CH:9]=2)[C:4](=[O:11])[N:3]1/[CH:12]=[CH:13]/[C:14]1[C:15]([C:24]([O:26][CH3:27])=[O:25])=[CH:16][C:17]([O:20][CH:21]([CH3:23])[CH3:22])=[N:18][CH:19]=1. The catalyst is C1COCC1.CCO.C1C=CC(P(C2C=CC=CC=2)C2C=CC=CC=2)=CC=1.C1C=CC(P(C2C=CC=CC=2)C2C=CC=CC=2)=CC=1.C1C=CC(P(C2C=CC=CC=2)C2C=CC=CC=2)=CC=1.[Cl-].[Rh]. The product is [O:11]=[C:4]1[C:5]2[C:10](=[CH:9][CH:8]=[CH:7][CH:6]=2)[C:2](=[O:1])[N:3]1[CH2:12][CH2:13][C:14]1[C:15]([C:24]([O:26][CH3:27])=[O:25])=[CH:16][C:17]([O:20][CH:21]([CH3:23])[CH3:22])=[N:18][CH:19]=1. The yield is 0.400. (3) The reactants are [NH2:1][C:2]1[CH:7]=[C:6]([Cl:8])[CH:5]=[CH:4][C:3]=1[N:9]([CH2:17][CH2:18][CH2:19][S:20]([CH3:23])(=[O:22])=[O:21])[C:10](=O)OC(C)(C)C.[Cl:24][CH2:25]C([O-])=O.[Na+]. The catalyst is Cl. The product is [Cl:8][C:6]1[CH:5]=[CH:4][C:3]2[N:9]([CH2:17][CH2:18][CH2:19][S:20]([CH3:23])(=[O:22])=[O:21])[C:10]([CH2:25][Cl:24])=[N:1][C:2]=2[CH:7]=1. The yield is 0.440. (4) The reactants are [O:1]1[CH2:5][CH2:4][N:3]=[C:2]1[C:6]1[CH:7]=[CH:8][C:9]([O:14][CH:15]([CH3:17])[CH3:16])=[C:10]([CH:13]=1)[C:11]#[N:12].[Br:18]NC(=O)CCC(N)=O. The catalyst is C(Cl)(Cl)(Cl)Cl. The product is [Br:18][C:5]1[O:1][C:2]([C:6]2[CH:7]=[CH:8][C:9]([O:14][CH:15]([CH3:17])[CH3:16])=[C:10]([CH:13]=2)[C:11]#[N:12])=[N:3][CH:4]=1. The yield is 0.550. (5) The reactants are [F:1][C:2]1[CH:7]=[CH:6][C:5]([C:8]2[N:9]=[C:10]([CH2:13][CH2:14][NH2:15])[S:11][CH:12]=2)=[CH:4][CH:3]=1.[F:16][C:17]([F:33])([F:32])[C:18]1[O:22][N:21]=[C:20]([C:23]2[CH:24]=[N:25][CH:26]=[C:27]([CH:31]=2)[C:28](O)=[O:29])[N:19]=1. The yield is 0.290. No catalyst specified. The product is [F:1][C:2]1[CH:3]=[CH:4][C:5]([C:8]2[N:9]=[C:10]([CH2:13][CH2:14][NH:15][C:28](=[O:29])[C:27]3[CH:31]=[C:23]([C:20]4[N:19]=[C:18]([C:17]([F:33])([F:32])[F:16])[O:22][N:21]=4)[CH:24]=[N:25][CH:26]=3)[S:11][CH:12]=2)=[CH:6][CH:7]=1. (6) The reactants are [F:1][C:2]1[CH:7]=[C:6]([CH:8]=[O:9])[CH:5]=[C:4]([F:10])[C:3]=1[C:11]1[N:16]=[C:15]([C:17]([NH:19][C:20]2[CH:21]=[N:22][CH:23]=[CH:24][C:25]=2[C@@H:26]2[CH2:31][C@H:30]([CH3:32])[CH2:29][C@H:28]([NH:33][C:34](=[O:40])[O:35][C:36]([CH3:39])([CH3:38])[CH3:37])[CH2:27]2)=[O:18])[CH:14]=[CH:13][C:12]=1[F:41].[BH4-].[Na+].O. The catalyst is CO. The product is [F:10][C:4]1[CH:5]=[C:6]([CH2:8][OH:9])[CH:7]=[C:2]([F:1])[C:3]=1[C:11]1[N:16]=[C:15]([C:17]([NH:19][C:20]2[CH:21]=[N:22][CH:23]=[CH:24][C:25]=2[C@@H:26]2[CH2:31][C@H:30]([CH3:32])[CH2:29][C@H:28]([NH:33][C:34](=[O:40])[O:35][C:36]([CH3:38])([CH3:37])[CH3:39])[CH2:27]2)=[O:18])[CH:14]=[CH:13][C:12]=1[F:41]. The yield is 0.600. (7) The reactants are [N+]([C:4]1[S:8][C:7]([C:9]#[N:10])=[CH:6][CH:5]=1)([O-])=O.[F:11][C:12]1[CH:13]=[C:14]([OH:18])[CH:15]=[CH:16][CH:17]=1.C(=O)([O-])[O-].[K+].[K+].O. The catalyst is CS(C)=O.C(OCC)(=O)C. The product is [F:11][C:12]1[CH:13]=[C:14]([CH:15]=[CH:16][CH:17]=1)[O:18][C:4]1[S:8][C:7]([C:9]#[N:10])=[CH:6][CH:5]=1. The yield is 0.235.